From a dataset of Catalyst prediction with 721,799 reactions and 888 catalyst types from USPTO. Predict which catalyst facilitates the given reaction. (1) Reactant: CC1(C)[O:6][C:5](=[CH:7][C:8]([N:10]([O:22][CH3:23])[CH2:11][C:12]2[CH:17]=[CH:16][C:15]([C:18]([F:21])([F:20])[F:19])=[CH:14][CH:13]=2)=[O:9])[C:4](=[O:24])O1.[CH2:26]=O.[NH2:28][CH2:29][CH2:30][N:31]1[CH2:36][CH2:35][O:34][CH2:33][CH2:32]1. Product: [CH3:23][O:22][N:10]([CH2:11][C:12]1[CH:13]=[CH:14][C:15]([C:18]([F:19])([F:20])[F:21])=[CH:16][CH:17]=1)[C:8]([C:7]1[CH2:26][N:28]([CH2:29][CH2:30][N:31]2[CH2:36][CH2:35][O:34][CH2:33][CH2:32]2)[C:4](=[O:24])[C:5]=1[OH:6])=[O:9]. The catalyst class is: 5. (2) Product: [OH:4][C@@H:5]1[CH2:18][C@@H:17]2[C@H:8]([C@H:9]3[C@H:14]([CH2:15][CH2:16]2)[CH2:13][C@:12]2([CH3:24])[C@@H:19]([C:22]#[N:23])[CH2:20][CH2:21][C@H:11]2[CH2:10]3)[CH2:7][CH2:6]1. The catalyst class is: 138. Reactant: COC[O:4][C@@H:5]1[CH2:18][C@@H:17]2[C@H:8]([C@H:9]3[C@H:14]([CH2:15][CH2:16]2)[CH2:13][C@:12]2([CH3:24])[C@@H:19]([C:22]#[N:23])[CH2:20][CH2:21][C@H:11]2[CH2:10]3)[CH2:7][CH2:6]1.Cl. (3) Reactant: [CH:1]([O:4][C:5]1[CH:9]=[C:8]([C:10](OCC)=[O:11])[N:7]([CH2:15][C:16]2[CH:25]=[CH:24][C:23]3[C:18](=[CH:19][CH:20]=[CH:21][CH:22]=3)[N:17]=2)[N:6]=1)([CH3:3])[CH3:2].[H-].C([Al+]CC(C)C)C(C)C.C(O)C.[Cl-].[NH4+]. Product: [CH:1]([O:4][C:5]1[CH:9]=[C:8]([CH2:10][OH:11])[N:7]([CH2:15][C:16]2[CH:25]=[CH:24][C:23]3[C:18](=[CH:19][CH:20]=[CH:21][CH:22]=3)[N:17]=2)[N:6]=1)([CH3:3])[CH3:2]. The catalyst class is: 207.